From a dataset of Forward reaction prediction with 1.9M reactions from USPTO patents (1976-2016). Predict the product of the given reaction. (1) Given the reactants [NH2:1][C:2]1[CH:16]=[CH:15][C:5]2[N:6]=[C:7]([NH:9][C:10]([NH:12][CH2:13][CH3:14])=[O:11])[S:8][C:4]=2[CH:3]=1.[C:17]1([Bi]([C:17]2[CH:22]=[CH:21][CH:20]=[CH:19][CH:18]=2)[C:17]2[CH:22]=[CH:21][CH:20]=[CH:19][CH:18]=2)[CH:22]=[CH:21][CH:20]=[CH:19][CH:18]=1.ClCCl, predict the reaction product. The product is: [NH:1]([C:2]1[CH:16]=[CH:15][C:5]2[N:6]=[C:7]([NH:9][C:10]([NH:12][CH2:13][CH3:14])=[O:11])[S:8][C:4]=2[CH:3]=1)[C:17]1[CH:22]=[CH:21][CH:20]=[CH:19][CH:18]=1. (2) Given the reactants [CH3:1][O:2][C:3]1[CH:24]=[CH:23][C:6]([CH2:7][O:8][C:9]2[CH:14]=[CH:13][C:12]([C:15]3[C:19](C(O)=O)=[CH:18][O:17][N:16]=3)=[CH:11][CH:10]=2)=[CH:5][CH:4]=1.C([N:27](CC)CC)C.C1(P(N=[N+]=[N-])(C2C=CC=CC=2)=O)C=CC=CC=1.O, predict the reaction product. The product is: [CH3:1][O:2][C:3]1[CH:24]=[CH:23][C:6]([CH2:7][O:8][C:9]2[CH:14]=[CH:13][C:12]([C:15]3[C:19]([NH2:27])=[CH:18][O:17][N:16]=3)=[CH:11][CH:10]=2)=[CH:5][CH:4]=1. (3) Given the reactants [NH3:1].CO.[CH:4]1([CH2:7][O:8][C:9]2[CH:17]=[C:16]3[C:12]([CH:13]=[C:14]([CH:18]=O)[NH:15]3)=[CH:11][CH:10]=2)[CH2:6][CH2:5]1, predict the reaction product. The product is: [CH:4]1([CH2:7][O:8][C:9]2[CH:17]=[C:16]3[C:12]([CH:13]=[C:14]([CH2:18][NH2:1])[NH:15]3)=[CH:11][CH:10]=2)[CH2:6][CH2:5]1. (4) Given the reactants [NH2:1][C:2]1[S:3][C:4]([O:12][CH3:13])=[C:5]([C:7]([NH:9][CH2:10][CH3:11])=[O:8])[N:6]=1.[Cl:14][CH2:15][C:16](=O)[CH2:17][C:18](OCC)=[O:19].C(N(CC)CC)C.O, predict the reaction product. The product is: [Cl:14][CH2:15][C:16]1[N:1]=[C:2]2[S:3][C:4]([O:12][CH3:13])=[C:5]([C:7]([NH:9][CH2:10][CH3:11])=[O:8])[N:6]2[C:18](=[O:19])[CH:17]=1.